From a dataset of Forward reaction prediction with 1.9M reactions from USPTO patents (1976-2016). Predict the product of the given reaction. (1) The product is: [CH3:3][CH:2]([CH2:4][C@H:5]([NH:36][C:37]([C@@H:39]([NH:43][C:44]([CH2:46][NH:47][C:48]([CH2:50][NH2:51])=[O:49])=[O:45])[CH:40]([CH3:41])[CH3:42])=[O:38])[C:6]([NH:8][C@H:9]([C:13]([NH:15][C@H:16]([C:22]([N:24]1[C@H:28]([C:29]([NH:31][CH2:32][C:33]([OH:35])=[O:34])=[O:30])[CH2:27][CH2:26][CH2:25]1)=[O:23])[CH2:17][CH2:18][C:19]([NH2:21])=[O:20])=[O:14])[CH:10]([CH3:11])[CH3:12])=[O:7])[CH3:1]. Given the reactants [CH3:1][CH:2]([CH2:4][C@H:5]([NH:36][C:37]([C@@H:39]([NH:43][C:44]([CH2:46][NH:47][C:48]([CH2:50][NH2:51])=[O:49])=[O:45])[CH:40]([CH3:42])[CH3:41])=[O:38])[C:6]([NH:8][C@H:9]([C:13]([NH:15][C@H:16]([C:22]([N:24]1[C@H:28]([C:29]([NH:31][CH2:32][C:33]([OH:35])=[O:34])=[O:30])[CH2:27][CH2:26][CH2:25]1)=[O:23])[CH2:17][CH2:18][C:19]([NH2:21])=[O:20])=[O:14])[CH:10]([CH3:12])[CH3:11])=[O:7])[CH3:3].CC(O)=O, predict the reaction product. (2) Given the reactants FC(F)(F)S(O[C:7]1[CH2:16][CH2:15][C:14]2[C:9](=[CH:10][CH:11]=[C:12]([C@@H:17]3[CH2:26][CH2:25][C@@:19]4([NH:23][C:22](=[O:24])[O:21][CH2:20]4)[CH2:18]3)[CH:13]=2)[CH:8]=1)(=O)=O.[CH3:29][O:30][CH2:31][CH2:32][CH2:33][C:34]#[CH:35], predict the reaction product. The product is: [CH3:29][O:30][CH2:31][CH2:32][CH2:33][C:34]#[C:35][C:7]1[CH2:16][CH2:15][C:14]2[CH:13]=[C:12]([C@@H:17]3[CH2:26][CH2:25][C@@:19]4([NH:23][C:22](=[O:24])[O:21][CH2:20]4)[CH2:18]3)[CH:11]=[CH:10][C:9]=2[CH:8]=1. (3) The product is: [CH2:30]([N:27]1[CH2:28][CH2:29][CH:24]([O:23][C:20]2[CH:21]=[C:22]3[C:17](=[CH:18][CH:19]=2)[NH:16][N:15]=[C:14]3[S:11]([C:1]2[C:10]3[C:5](=[CH:6][CH:7]=[CH:8][CH:9]=3)[CH:4]=[CH:3][CH:2]=2)(=[O:12])=[O:13])[CH2:25][CH2:26]1)[CH2:31][CH2:32][CH3:33]. Given the reactants [C:1]1([S:11]([C:14]2[C:22]3[C:17](=[CH:18][CH:19]=[C:20]([O:23][CH:24]4[CH2:29][CH2:28][NH:27][CH2:26][CH2:25]4)[CH:21]=3)[NH:16][N:15]=2)(=[O:13])=[O:12])[C:10]2[C:5](=[CH:6][CH:7]=[CH:8][CH:9]=2)[CH:4]=[CH:3][CH:2]=1.[CH:30](=O)[CH2:31][CH2:32][CH3:33].C(O)(=O)C.C(O[BH-](OC(=O)C)OC(=O)C)(=O)C.[Na+].[OH-].[Na+], predict the reaction product. (4) Given the reactants [H-].[H-].[H-].[H-].[Li+].[Al+3].[C:7](OC)(=[O:16])[CH2:8]/[CH:9]=[CH:10]/[CH2:11][CH2:12][CH2:13][CH2:14][CH3:15].O.[OH-].[K+], predict the reaction product. The product is: [CH2:7]([OH:16])[CH2:8]/[CH:9]=[CH:10]/[CH2:11][CH2:12][CH2:13][CH2:14][CH3:15]. (5) Given the reactants [OH:1][C@H:2]1[CH2:6][CH2:5][N:4]([C:7]2[CH:8]=[N:9][N:10]3[CH2:15][C@H:14]([CH3:16])[N:13]([C:17]([O:19]C(C)(C)C)=O)[CH2:12][C:11]=23)[C:3]1=[O:24].C(N(C(C)C)C(C)C)C.[F:34][C:35]1[CH:36]=[C:37]([NH:43]C(=O)OC2C=CC=CC=2)[CH:38]=[C:39]([F:42])[C:40]=1[F:41], predict the reaction product. The product is: [OH:1][C@H:2]1[CH2:6][CH2:5][N:4]([C:7]2[CH:8]=[N:9][N:10]3[CH2:15][C@H:14]([CH3:16])[N:13]([C:17]([NH:43][C:37]4[CH:36]=[C:35]([F:34])[C:40]([F:41])=[C:39]([F:42])[CH:38]=4)=[O:19])[CH2:12][C:11]=23)[C:3]1=[O:24]. (6) Given the reactants [NH2:1][C:2]1[C:7]([C:8]#[N:9])=[C:6]([C:10]2[S:14][CH:13]=[N:12][CH:11]=2)[C:5]([C:15]#[N:16])=[C:4]([SH:17])[N:3]=1.Cl[CH2:19][C:20]1[N:21]=[C:22]([C:25]2[CH:30]=[CH:29][C:28]([Cl:31])=[CH:27][CH:26]=2)[O:23][CH:24]=1.C(=O)(O)[O-].[Na+].O, predict the reaction product. The product is: [NH2:1][C:2]1[C:7]([C:8]#[N:9])=[C:6]([C:10]2[S:14][CH:13]=[N:12][CH:11]=2)[C:5]([C:15]#[N:16])=[C:4]([S:17][CH2:19][C:20]2[N:21]=[C:22]([C:25]3[CH:30]=[CH:29][C:28]([Cl:31])=[CH:27][CH:26]=3)[O:23][CH:24]=2)[N:3]=1.